This data is from HIV replication inhibition screening data with 41,000+ compounds from the AIDS Antiviral Screen. The task is: Binary Classification. Given a drug SMILES string, predict its activity (active/inactive) in a high-throughput screening assay against a specified biological target. (1) The molecule is CC(=O)Oc1cc(OC(C)=O)c2c(c1)OC(c1ccc(OC(C)=O)c(OC(C)=O)c1)CC2=O. The result is 0 (inactive). (2) The drug is C=CC1C2CCC3=CC(=O)CCC3C2CCC1(C)C(=O)O. The result is 0 (inactive). (3) The drug is CCN1N=CSC12C(=O)N(c1ccccc1)C(=O)N2c1ccccc1. The result is 0 (inactive). (4) The drug is Cc1nc(N)c2nc(Nc3ccccc3)sc2n1. The result is 0 (inactive). (5) The drug is COC(=O)C(=O)C(C#N)c1cccc2ccccc12. The result is 0 (inactive). (6) The molecule is CC(C)[Si](OC1=CCCC2NC(=O)C(Cc3ccc([N+](=O)[O-])cc3)C12C)(C(C)C)C(C)C. The result is 0 (inactive). (7) The compound is COc1ccc(C(=O)C=Cc2ccc(OCCSCCCCCCCCCCSCCOc3ccc(C=CC(=O)c4ccc(OC)cc4)cc3)cc2)cc1. The result is 0 (inactive). (8) The drug is C(#CP(c1ccccc1)c1ccccc1)P(C#CP(c1ccccc1)c1ccccc1)c1ccccc1. The result is 0 (inactive). (9) The molecule is Cc1cc(Nc2ccc(S(=O)(=O)O)c3cc(S(=O)(=O)O)cc(S(=O)(=O)O)c23)c2ccccc2n1.[NaH]. The result is 0 (inactive). (10) The drug is CCOC(=O)CC1(C(=O)OCC)c2[nH]c3ccccc3c2CCN1Cc1ccccc1. The result is 0 (inactive).